This data is from Catalyst prediction with 721,799 reactions and 888 catalyst types from USPTO. The task is: Predict which catalyst facilitates the given reaction. (1) Reactant: [OH:1][C:2]1[C:7]([C:8]2[CH:13]=[CH:12][CH:11]=[CH:10][CH:9]=2)=[CH:6][N:5]=[CH:4][C:3]=1[C:14]1[CH:19]=[CH:18][CH:17]=[CH:16][CH:15]=1.[H-].[Na+].Cl[C:23]1[N:31]=[CH:30][N:29]=[C:28]2[C:24]=1[NH:25][CH:26]=[N:27]2. Product: [O:1]=[C:2]1[C:7]([C:8]2[CH:13]=[CH:12][CH:11]=[CH:10][CH:9]=2)=[CH:6][N:5]([C:23]2[N:31]=[CH:30][N:29]=[C:28]3[C:24]=2[NH:25][CH:26]=[N:27]3)[CH:4]=[C:3]1[C:14]1[CH:15]=[CH:16][CH:17]=[CH:18][CH:19]=1. The catalyst class is: 3. (2) Reactant: [CH3:1][N:2]1[CH2:15][CH2:14][C:5]2[NH:6][C:7]3[CH:8]=[CH:9][C:10]([CH3:13])=[CH:11][C:12]=3[C:4]=2[CH2:3]1.[H-].[Na+].[CH3:18][C:19]1([C:22]2[O:26][CH:25]=[N:24][CH:23]=2)[CH2:21][O:20]1. Product: [CH3:1][N:2]1[CH2:15][CH2:14][C:5]2[N:6]([CH2:18][C:19]([C:22]3[O:26][CH:25]=[N:24][CH:23]=3)([OH:20])[CH3:21])[C:7]3[CH:8]=[CH:9][C:10]([CH3:13])=[CH:11][C:12]=3[C:4]=2[CH2:3]1. The catalyst class is: 3. (3) Product: [C:19]([C:18]1[CH:17]=[C:16]([NH:15][S:2]([C:5]2[CH:14]=[CH:13][CH:12]=[CH:11][C:6]=2[C:7]([O:9][CH3:10])=[O:8])(=[O:4])=[O:3])[CH:26]=[CH:25][CH:24]=1)([O:21][CH2:22][CH3:23])=[O:20]. The catalyst class is: 2. Reactant: Cl[S:2]([C:5]1[CH:14]=[CH:13][CH:12]=[CH:11][C:6]=1[C:7]([O:9][CH3:10])=[O:8])(=[O:4])=[O:3].[NH2:15][C:16]1[CH:17]=[C:18]([CH:24]=[CH:25][CH:26]=1)[C:19]([O:21][CH2:22][CH3:23])=[O:20].C(N(CC)CC)C.C(OCC)C. (4) Reactant: [H-].[Al+3].[Li+].[H-].[H-].[H-].[Br:7][C:8]1[CH:13]=[CH:12][C:11]([C:14]2[CH2:19][CH2:18][CH2:17][C:16](=[O:20])[CH:15]=2)=[CH:10][CH:9]=1.CCOC(C)=O. Product: [Br:7][C:8]1[CH:9]=[CH:10][C:11]([CH:14]2[CH2:19][CH2:18][CH2:17][CH:16]([OH:20])[CH2:15]2)=[CH:12][CH:13]=1. The catalyst class is: 1. (5) Reactant: S(Cl)([Cl:3])=O.[Cl:5][C:6]1[C:14]([S:15][CH2:16][CH3:17])=[C:13]([Cl:18])[CH:12]=[C:11]([F:19])[C:7]=1[C:8](O)=[O:9]. Product: [Cl:5][C:6]1[C:14]([S:15][CH2:16][CH3:17])=[C:13]([Cl:18])[CH:12]=[C:11]([F:19])[C:7]=1[C:8]([Cl:3])=[O:9]. The catalyst class is: 575. (6) Reactant: [NH2:1][C:2]1[C:6]([C:7]([O:9][CH2:10][CH3:11])=[O:8])=[CH:5][N:4]([CH2:12][C:13]2[CH:18]=[CH:17][CH:16]=[CH:15][CH:14]=2)[C:3]=1[C:19]([O:21]CC)=O.C(O)(=O)C.[CH:28](N)=[NH:29].C([O-])(O)=O.[Na+]. Product: [CH2:12]([N:4]1[C:3]2[C:19](=[O:21])[NH:29][CH:28]=[N:1][C:2]=2[C:6]([C:7]([O:9][CH2:10][CH3:11])=[O:8])=[CH:5]1)[C:13]1[CH:14]=[CH:15][CH:16]=[CH:17][CH:18]=1. The catalyst class is: 9. (7) Reactant: Cl.[CH3:2][NH:3][O:4][CH3:5].C(N(CC)CC)C.[CH:13]1([C:16](Cl)=[O:17])[CH2:15][CH2:14]1.O. Product: [CH3:2][N:3]([O:4][CH3:5])[C:16]([CH:13]1[CH2:15][CH2:14]1)=[O:17]. The catalyst class is: 4.